From a dataset of Full USPTO retrosynthesis dataset with 1.9M reactions from patents (1976-2016). Predict the reactants needed to synthesize the given product. (1) Given the product [CH3:1][N:2]1[C:9](=[O:10])[CH:8]([CH:11]=[O:12])[C:6](=[O:7])[NH:5][C:3]1=[O:4], predict the reactants needed to synthesize it. The reactants are: [CH3:1][N:2]1[C:9](=[O:10])[CH2:8][C:6](=[O:7])[NH:5][C:3]1=[O:4].[CH:11]([O-])([O-])[O:12]CC. (2) Given the product [Cl:1][C:2]1[C:3]([O:44][CH3:45])=[CH:4][CH:5]=[C:6]2[C:11]=1[N:10]=[C:9]([C:12]1[S:13][CH:14]=[C:15]([CH:17]([CH3:19])[CH3:18])[N:16]=1)[CH:8]=[C:7]2[O:20][CH:21]1[CH2:38][CH:37]2[N:23]([C:24](=[O:43])[CH2:25][CH2:26][CH2:27][CH2:28][CH2:29][CH:30]=[CH:31][CH:32]3[C:34]([C:40]([NH:87][S:88]([CH:91]4[CH2:93][CH2:92]4)(=[O:90])=[O:89])=[O:42])([NH:35][C:36]2=[O:39])[CH2:33]3)[CH2:22]1, predict the reactants needed to synthesize it. The reactants are: [Cl:1][C:2]1[C:3]([O:44][CH3:45])=[CH:4][CH:5]=[C:6]2[C:11]=1[N:10]=[C:9]([C:12]1[S:13][CH:14]=[C:15]([CH:17]([CH3:19])[CH3:18])[N:16]=1)[CH:8]=[C:7]2[O:20][CH:21]1[CH2:38][CH:37]2[N:23]([C:24](=[O:43])[CH2:25][CH2:26][CH2:27][CH2:28][CH2:29][CH:30]=[CH:31][CH:32]3[C:34]([C:40]([OH:42])=O)([NH:35][C:36]2=[O:39])[CH2:33]3)[CH2:22]1.C(C1N=C(C2C=C(OC3CC4N(C(=O)CCCCCCC=CC5C(C([NH:87][S:88]([CH:91]6[CH2:93][CH2:92]6)(=[O:90])=[O:89])=O)(NC4=O)C5)C3)C3C(=CC(OC)=CC=3)N=2)SC=1)(C)C. (3) Given the product [CH2:1]([O:8][C:9]([NH:11][C:12]1[C:13]([C:25]([NH:28][C:29]2[CH:30]=[N:31][CH:32]=[CH:33][C:34]=2[N:35]2[CH2:40][CH2:39][CH2:38][C@H:37]([NH:41][C:42](=[O:51])[O:43][CH2:44][C:45]3[CH:46]=[CH:47][CH:48]=[CH:49][CH:50]=3)[CH2:36]2)=[O:26])=[N:14][C:15]2[C:20]([CH:21]=1)=[CH:19][C:18]([F:22])=[C:17]([CH:23]=[CH2:24])[CH:16]=2)=[O:10])[C:2]1[CH:7]=[CH:6][CH:5]=[CH:4][CH:3]=1, predict the reactants needed to synthesize it. The reactants are: [CH2:1]([O:8][C:9]([NH:11][C:12]1[C:13]([C:25](O)=[O:26])=[N:14][C:15]2[C:20]([CH:21]=1)=[CH:19][C:18]([F:22])=[C:17]([CH:23]=[CH2:24])[CH:16]=2)=[O:10])[C:2]1[CH:7]=[CH:6][CH:5]=[CH:4][CH:3]=1.[NH2:28][C:29]1[CH:30]=[N:31][CH:32]=[CH:33][C:34]=1[N:35]1[CH2:40][CH2:39][CH2:38][C@H:37]([NH:41][C:42](=[O:51])[O:43][CH2:44][C:45]2[CH:50]=[CH:49][CH:48]=[CH:47][CH:46]=2)[CH2:36]1.CN(C(ON1N=NC2C=CC=NC1=2)=[N+](C)C)C.F[P-](F)(F)(F)(F)F.CCN(C(C)C)C(C)C. (4) Given the product [C:10]1([CH3:9])[CH:16]=[CH:15][CH:14]=[CH:13][C:11]=1[NH:12][C:5]1[C:4]([NH:12][C:11]2[CH:13]=[CH:14][CH:15]=[CH:16][C:10]=2[CH3:9])=[N:3][C:2](=[O:1])[C:7](=[O:8])[CH:6]=1, predict the reactants needed to synthesize it. The reactants are: [OH:1][C:2]1[C:7]([OH:8])=[CH:6][CH:5]=[CH:4][N:3]=1.[CH3:9][C:10]1[CH:16]=[CH:15][CH:14]=[CH:13][C:11]=1[NH2:12]. (5) Given the product [CH3:51][C@H:11]1[C@H:12]2[CH2:13][C@H:14]3[C:15]([CH3:16])([CH3:17])[C@@H:3]([CH2:4][CH2:5][C@:7]2([CH3:58])[CH2:8][CH2:9][CH2:10]1)[C@H:2]([CH3:1])[CH2:19][CH2:18]3, predict the reactants needed to synthesize it. The reactants are: [CH3:1][C:2]1[C@@H:19](OC([C@H](O)[C@@H](NC(C2C=CC=CC=2)=O)C2C=CC=CC=2)=O)[CH2:18][C@:14]2(O)[C:15]([CH3:17])([CH3:16])[C:3]=1[C@@H:4](OC(C)=O)[C:5]([C@@:7]1([CH3:58])[C@H:12]([C@@H:13]2OC(C2C=CC=CC=2)=O)[C@:11]2(OC(C)=O)[CH2:51]O[C@@H:10]2[CH2:9][C@@H:8]1O)=O.C1(=O)OC(=O)C=C1. (6) Given the product [CH3:1][N:2]([CH:3]([P:12](=[O:13])([O:10][CH2:6][CH3:7])[O:16][CH2:17][CH3:18])[P:12](=[O:13])([O:16][CH2:17][CH3:18])[O:19][CH2:20][CH3:21])[CH3:5], predict the reactants needed to synthesize it. The reactants are: [CH3:1][N:2]([CH3:5])[CH:3]=O.[C:6](Cl)(=[O:10])[C:7](Cl)=O.[P:12]([O:19][CH2:20][CH3:21])([O:16][CH2:17][CH3:18])[O:13]CC. (7) Given the product [F:7][C:8]1[CH:13]=[CH:12][C:11]([F:14])=[CH:10][C:9]=1[C:15]1[CH2:19][N:18]([C:20]([N:22]([C@@H:24]2[CH2:29][CH2:28][N:27]([CH3:30])[CH2:26][C@@H:25]2[F:31])[CH3:23])=[O:21])[C@:17]([CH2:38][OH:39])([C:32]2[CH:33]=[CH:34][CH:35]=[CH:36][CH:37]=2)[CH:16]=1, predict the reactants needed to synthesize it. The reactants are: N1CCCCC1.[F:7][C:8]1[CH:13]=[CH:12][C:11]([F:14])=[CH:10][C:9]=1[C:15]1[CH2:19][N:18]([C:20]([N:22]([C@@H:24]2[CH2:29][CH2:28][N:27]([CH3:30])[CH2:26][C@H:25]2[F:31])[CH3:23])=[O:21])[C@:17]([CH2:38][OH:39])([C:32]2[CH:37]=[CH:36][CH:35]=[CH:34][CH:33]=2)[CH:16]=1. (8) Given the product [CH2:18]([NH:24][C:25](=[O:26])[O:17][C:13]1[CH:12]=[C:11]2[C:16](=[CH:15][CH:14]=1)[N:8]([CH2:1][C:2]1[CH:3]=[CH:4][CH:5]=[CH:6][CH:7]=1)[CH2:9][CH2:10]2)[CH2:19][CH2:20][CH2:21][CH2:22][CH3:23], predict the reactants needed to synthesize it. The reactants are: [CH2:1]([N:8]1[C:16]2[C:11](=[CH:12][C:13]([OH:17])=[CH:14][CH:15]=2)[CH2:10][CH2:9]1)[C:2]1[CH:7]=[CH:6][CH:5]=[CH:4][CH:3]=1.[CH2:18]([N:24]=[C:25]=[O:26])[CH2:19][CH2:20][CH2:21][CH2:22][CH3:23]. (9) The reactants are: [Cl:1][C:2]1[CH:28]=[CH:27][C:5]([CH2:6][N:7]2[C:15]3[C:10](=[CH:11][C:12]([CH:16]=[C:17]4[S:21][C:20](SCCC)=[N:19][C:18]4=[O:26])=[CH:13][CH:14]=3)[CH:9]=[N:8]2)=[C:4]([C:29]([F:32])([F:31])[F:30])[CH:3]=1.[CH3:33][N:34]([CH2:36][C:37]1([OH:43])[CH2:42][CH2:41][NH:40][CH2:39][CH2:38]1)[CH3:35]. Given the product [Cl:1][C:2]1[CH:28]=[CH:27][C:5]([CH2:6][N:7]2[C:15]3[C:10](=[CH:11][C:12]([CH:16]=[C:17]4[S:21][C:20]([N:40]5[CH2:41][CH2:42][C:37]([CH2:36][N:34]([CH3:35])[CH3:33])([OH:43])[CH2:38][CH2:39]5)=[N:19][C:18]4=[O:26])=[CH:13][CH:14]=3)[CH:9]=[N:8]2)=[C:4]([C:29]([F:30])([F:31])[F:32])[CH:3]=1, predict the reactants needed to synthesize it.